From a dataset of Forward reaction prediction with 1.9M reactions from USPTO patents (1976-2016). Predict the product of the given reaction. Given the reactants [Cl:1][C:2]1[CH:10]=[C:9]([Cl:11])[CH:8]=[CH:7][C:3]=1[CH2:4][NH:5][CH3:6].Br[CH2:13][C:14]([C:16]1[CH:21]=[CH:20][C:19]([Br:22])=[CH:18][CH:17]=1)=[O:15], predict the reaction product. The product is: [Br:22][C:19]1[CH:20]=[CH:21][C:16]([C:14](=[O:15])[CH2:13][N:5]([CH2:4][C:3]2[CH:7]=[CH:8][C:9]([Cl:11])=[CH:10][C:2]=2[Cl:1])[CH3:6])=[CH:17][CH:18]=1.